From a dataset of Catalyst prediction with 721,799 reactions and 888 catalyst types from USPTO. Predict which catalyst facilitates the given reaction. (1) Reactant: P(Cl)(Cl)(Cl)=O.[CH3:6][O:7][C:8]1[CH:9]=[C:10]([CH:28]=[CH:29][C:30]=1[O:31][CH3:32])[CH2:11][CH2:12][NH:13][C:14](=O)[CH2:15][CH2:16][C:17]1[CH:22]=[CH:21][C:20]([C:23]([F:26])([F:25])[F:24])=[CH:19][CH:18]=1.C(=O)(O)[O-].[Na+].O. Product: [CH3:6][O:7][C:8]1[CH:9]=[C:10]2[C:28](=[CH:29][C:30]=1[O:31][CH3:32])[C:14]([CH2:15][CH2:16][C:17]1[CH:22]=[CH:21][C:20]([C:23]([F:26])([F:25])[F:24])=[CH:19][CH:18]=1)=[N:13][CH2:12][CH2:11]2. The catalyst class is: 10. (2) Reactant: Cl[C:2]1[C:10]([CH2:11][CH3:12])=[CH:9][C:5]([C:6]([O-:8])=[O:7])=[C:4]([O:13][CH3:14])[N:3]=1.[CH3:15]C([O-])=O.[K+].Br[C:21]1[N:25]([CH3:26])[C:24]([CH:27]=[O:28])=[CH:23][CH:22]=1.C([O-])([O-])=O.[K+].[K+]. Product: [CH2:11]([C:10]1[C:2]([C:21]2[N:25]([CH3:26])[C:24]([CH:27]=[O:28])=[CH:23][CH:22]=2)=[N:3][C:4]([O:13][CH3:14])=[C:5]([CH:9]=1)[C:6]([O:8][CH3:15])=[O:7])[CH3:12]. The catalyst class is: 587. (3) Reactant: [ClH:1].Cl.[CH2:3]([N:12]1[CH2:17][CH2:16][NH:15][CH2:14][CH2:13]1)[C:4]([C:6]1[CH:11]=[CH:10][CH:9]=[CH:8][CH:7]=1)=[O:5].[Cl:18][CH:19]([C:21]1[CH:26]=[CH:25][C:24]([F:27])=[CH:23][CH:22]=1)[CH3:20].C([O-])([O-])=O.[K+].[K+]. Product: [ClH:18].[ClH:1].[F:27][C:24]1[CH:25]=[CH:26][C:21]([CH:19]([N:15]2[CH2:16][CH2:17][N:12]([CH2:3][C:4]([C:6]3[CH:7]=[CH:8][CH:9]=[CH:10][CH:11]=3)=[O:5])[CH2:13][CH2:14]2)[CH3:20])=[CH:22][CH:23]=1. The catalyst class is: 21. (4) Reactant: C(OC([N:8]1[CH2:31][CH2:30][CH2:29][C@H:9]1[C:10]([NH:12][CH2:13][C:14]1[CH:19]=[C:18]([C:20]([F:23])([F:22])[F:21])[CH:17]=[CH:16][C:15]=1[N:24]1[CH:28]=[N:27][N:26]=[N:25]1)=[O:11])=O)(C)(C)C.[ClH:32]. Product: [Cl:32][C:18]1[CH:17]=[CH:16][C:15]([N:24]2[CH:28]=[N:27][N:26]=[N:25]2)=[C:14]([CH:19]=1)[CH2:13][NH:12][C:10](=[O:11])[C@@H:9]1[CH2:29][CH2:30][CH2:31][NH:8]1.[N:24]1([C:15]2[CH:16]=[CH:17][C:18]([C:20]([F:23])([F:21])[F:22])=[CH:19][C:14]=2[CH2:13][NH:12][C:10](=[O:11])[C@@H:9]2[CH2:29][CH2:30][CH2:31][NH:8]2)[CH:28]=[N:27][N:26]=[N:25]1. The catalyst class is: 25. (5) Reactant: [C:1](=[O:34])([O:7][CH:8]([N:10]1[C:14]2[CH:15]=[CH:16][CH:17]=[CH:18][C:13]=2[N:12]=[C:11]1[S:19][CH2:20][C:21]1[C:26]([CH3:27])=[C:25]([O:28][CH2:29][C:30]([F:33])([F:32])[F:31])[CH:24]=[CH:23][N:22]=1)[CH3:9])[O:2][CH2:3][CH2:4][O:5][CH3:6].ClC1C=C(C=CC=1)C(OO)=[O:40]. Product: [C:1](=[O:34])([O:7][CH:8]([N:10]1[C:14]2[CH:15]=[CH:16][CH:17]=[CH:18][C:13]=2[N:12]=[C:11]1[S:19]([CH2:20][C:21]1[C:26]([CH3:27])=[C:25]([O:28][CH2:29][C:30]([F:33])([F:31])[F:32])[CH:24]=[CH:23][N:22]=1)=[O:40])[CH3:9])[O:2][CH2:3][CH2:4][O:5][CH3:6]. The catalyst class is: 11.